From a dataset of Peptide-MHC class I binding affinity with 185,985 pairs from IEDB/IMGT. Regression. Given a peptide amino acid sequence and an MHC pseudo amino acid sequence, predict their binding affinity value. This is MHC class I binding data. The peptide sequence is MLPPCYNFLK. The MHC is HLA-A03:01 with pseudo-sequence HLA-A03:01. The binding affinity (normalized) is 0.823.